From a dataset of CYP1A2 inhibition data for predicting drug metabolism from PubChem BioAssay. Regression/Classification. Given a drug SMILES string, predict its absorption, distribution, metabolism, or excretion properties. Task type varies by dataset: regression for continuous measurements (e.g., permeability, clearance, half-life) or binary classification for categorical outcomes (e.g., BBB penetration, CYP inhibition). Dataset: cyp1a2_veith. (1) The drug is Cc1ccc(C(=O)COc2ccccc2C(=O)Nc2ccccc2)cc1. The result is 1 (inhibitor). (2) The molecule is COc1ccc(Oc2ncc3nc(-c4ccc(OC)cc4)c(=O)n(C4CC4)c3n2)cc1. The result is 1 (inhibitor).